Dataset: Full USPTO retrosynthesis dataset with 1.9M reactions from patents (1976-2016). Task: Predict the reactants needed to synthesize the given product. Given the product [CH2:1]([N:3]([CH2:20][CH3:21])[CH2:4][CH2:5][NH:6][C:33]([C:27]1[C:26](=[O:38])[C:25]2[C:30](=[CH:31][CH:32]=[C:23]([I:22])[CH:24]=2)[NH:29][CH:28]=1)=[O:35])[CH3:2], predict the reactants needed to synthesize it. The reactants are: [CH2:1]([N:3]([CH2:20][CH3:21])[CH2:4][CH2:5][NH:6]C(C1C=CC2C(=CC=C(I)C=2)C=1)=O)[CH3:2].[I:22][C:23]1[CH:24]=[C:25]2[C:30](=[CH:31][CH:32]=1)[NH:29][CH:28]=[C:27]([C:33]([O:35]CC)=O)[C:26]2=[O:38].[K+].[Br-].Cl.C(N(CC)CCNC(C1NC2C(C=1)=CC(I)=CC=2)=O)C.